From a dataset of Full USPTO retrosynthesis dataset with 1.9M reactions from patents (1976-2016). Predict the reactants needed to synthesize the given product. (1) Given the product [I:1][C:2]1[CH:3]=[C:4]2[C:5](=[CH:7][CH:8]=1)[N:6]([C:42]([O:41][C:37]([CH3:40])([CH3:39])[CH3:38])=[O:44])[N:28]=[CH:9]2, predict the reactants needed to synthesize it. The reactants are: [I:1][C:2]1[CH:8]=[CH:7][C:5]([NH2:6])=[C:4]([CH3:9])[CH:3]=1.C(OC(=O)C)(=O)C.C([O-])(=O)C.[K+].C(O[N:28]=O)CC(C)C.C(N(CC)CC)C.[C:37]([O:41][C:42]([O:44]C(OC(C)(C)C)=O)=O)([CH3:40])([CH3:39])[CH3:38].CN(C1C=CC=CN=1)C. (2) Given the product [CH3:22][C:23]1[CH:28]=[CH:27][CH:26]=[CH:25][C:24]=1[CH2:29][CH2:30][C:31]([NH:1][C:2]1[CH:3]=[C:4]2[C:20](=[O:21])[NH:19][N:18]=[CH:17][C:6]3=[C:7]([C:11]4[CH:12]=[CH:13][CH:14]=[CH:15][CH:16]=4)[NH:8][C:9]([CH:10]=1)=[C:5]23)=[O:32], predict the reactants needed to synthesize it. The reactants are: [NH2:1][C:2]1[CH:3]=[C:4]2[C:20](=[O:21])[NH:19][N:18]=[CH:17][C:6]3=[C:7]([C:11]4[CH:16]=[CH:15][CH:14]=[CH:13][CH:12]=4)[NH:8][C:9]([CH:10]=1)=[C:5]23.[CH3:22][C:23]1[CH:28]=[CH:27][CH:26]=[CH:25][C:24]=1[CH2:29][CH2:30][C:31](O)=[O:32].C(N(CC)CC)C.F[P-](F)(F)(F)(F)F.N1(OC(N(C)C)=[N+](C)C)C2N=CC=CC=2N=N1. (3) The reactants are: [CH2:1]([O:8][C:9]([NH:11][CH2:12][C:13]1[CH:18]=[CH:17][CH:16]=[CH:15][C:14]=1[C:19]1[C:20]([C:25](O)=[O:26])=[CH:21][CH:22]=[CH:23][CH:24]=1)=[O:10])[C:2]1[CH:7]=[CH:6][CH:5]=[CH:4][CH:3]=1.[N:28]1[CH:33]=[CH:32][CH:31]=[CH:30][C:29]=1[CH2:34][CH2:35][NH2:36]. Given the product [N:28]1[CH:33]=[CH:32][CH:31]=[CH:30][C:29]=1[CH2:34][CH2:35][NH:36][C:25]([C:20]1[C:19]([C:14]2[CH:15]=[CH:16][CH:17]=[CH:18][C:13]=2[CH2:12][NH:11][C:9]([O:8][CH2:1][C:2]2[CH:7]=[CH:6][CH:5]=[CH:4][CH:3]=2)=[O:10])=[CH:24][CH:23]=[CH:22][CH:21]=1)=[O:26], predict the reactants needed to synthesize it. (4) Given the product [Cl:34][C:31]1[CH:30]=[CH:29][C:28]([N:25]2[CH2:24][CH2:23][N:22]([C:20](=[O:21])[CH2:19][N:5]3[C:6]([CH3:7])=[C:2]([Br:1])[C:3]([C:8]([F:9])([F:11])[F:10])=[N:4]3)[CH2:27][CH2:26]2)=[CH:33][CH:32]=1, predict the reactants needed to synthesize it. The reactants are: [Br:1][C:2]1[C:3]([C:8]([F:11])([F:10])[F:9])=[N:4][NH:5][C:6]=1[CH3:7].C([O-])([O-])=O.[K+].[K+].Cl[CH2:19][C:20]([N:22]1[CH2:27][CH2:26][N:25]([C:28]2[CH:33]=[CH:32][C:31]([Cl:34])=[CH:30][CH:29]=2)[CH2:24][CH2:23]1)=[O:21].CN(C=O)C. (5) Given the product [Br:1][C:2]1[CH:3]=[CH:4][C:5]([N:8]2[C:12]([C:13]([F:14])([F:16])[F:15])=[CH:11][C:10]([C:17]3[N:20]([CH3:30])[C:24](=[O:27])[O:19][N:18]=3)=[N:9]2)=[N:6][CH:7]=1, predict the reactants needed to synthesize it. The reactants are: [Br:1][C:2]1[CH:3]=[CH:4][C:5]([N:8]2[C:12]([C:13]([F:16])([F:15])[F:14])=[CH:11][C:10]([C:17](=[NH:20])[NH:18][OH:19])=[N:9]2)=[N:6][CH:7]=1.Cl.NO.[C:24]([O-:27])([O-])=O.[Na+].[Na+].[CH2:30](O)C. (6) Given the product [CH2:23]([O:22][CH2:21][CH2:20][N:3]1[C:4]2([CH2:14][CH2:15][CH2:16]2)[CH2:5][C:6]2[O:10][CH:9]=[C:8]([C:11]([OH:13])=[O:12])[C:7]=2[C:2]1=[O:1])[C:24]1[CH:29]=[CH:28][CH:27]=[CH:26][CH:25]=1, predict the reactants needed to synthesize it. The reactants are: [O:1]=[C:2]1[C:7]2[C:8]([C:11]([OH:13])=[O:12])=[CH:9][O:10][C:6]=2[CH2:5][C:4]2([CH2:16][CH2:15][CH2:14]2)[NH:3]1.[H-].[Na+].Br[CH2:20][CH2:21][O:22][CH2:23][C:24]1[CH:29]=[CH:28][CH:27]=[CH:26][CH:25]=1. (7) The reactants are: Cl[C:2]1[C:3]2[N:4]([CH:10]=[CH:11][CH:12]=2)[N:5]=[CH:6][C:7]=1[C:8]#[N:9].[CH3:13][O:14][C:15]1[CH:20]=[CH:19][CH:18]=[CH:17][C:16]=1[CH:21]([N:24]1[CH2:29][CH2:28][O:27][CH2:26][CH2:25]1)[CH2:22][NH2:23].CCN(C(C)C)C(C)C. Given the product [CH3:13][O:14][C:15]1[CH:20]=[CH:19][CH:18]=[CH:17][C:16]=1[CH:21]([N:24]1[CH2:29][CH2:28][O:27][CH2:26][CH2:25]1)[CH2:22][NH:23][C:2]1[C:3]2[N:4]([CH:10]=[CH:11][CH:12]=2)[N:5]=[CH:6][C:7]=1[C:8]#[N:9], predict the reactants needed to synthesize it. (8) Given the product [CH3:34][S:35]/[C:36](/[N:7]1[CH2:8][CH2:9][C@H:10]([C:11]([N:13]2[CH2:17][CH2:16][C@H:15]([C:18]3[CH:23]=[CH:22][CH:21]=[CH:20][CH:19]=3)[CH2:14]2)=[O:12])[C@@H:5]([C:3]([O:2][CH3:1])=[O:4])[CH2:6]1)=[CH:37]\[N+:38]([O-:40])=[O:39], predict the reactants needed to synthesize it. The reactants are: [CH3:1][O:2][C:3]([C@@H:5]1[C@@H:10]([C:11]([N:13]2[CH2:17][CH2:16][C@H:15]([C:18]3[CH:23]=[CH:22][CH:21]=[CH:20][CH:19]=3)[CH2:14]2)=[O:12])[CH2:9][CH2:8][NH:7][CH2:6]1)=[O:4].C(#N)C.C(N(CC)CC)C.[CH3:34][S:35][C:36](SC)=[CH:37][N+:38]([O-:40])=[O:39]. (9) Given the product [CH:1]1[C:6]([C:7]#[N:8])=[CH:5][C:4]2[C:9]([CH2:12][CH2:13][CH2:14][CH2:15][N:16]3[CH2:17][CH2:18][N:19]([C:22]4[CH:23]=[CH:24][C:25]5[O:30][C:29]([C:31]([NH2:33])=[O:32])=[CH:28][C:26]=5[CH:27]=4)[CH2:20][CH2:21]3)=[CH:10][NH:11][C:3]=2[CH:2]=1.[ClH:34], predict the reactants needed to synthesize it. The reactants are: [CH:1]1[C:6]([C:7]#[N:8])=[CH:5][C:4]2[C:9]([CH2:12][CH2:13][CH2:14][CH2:15][N:16]3[CH2:21][CH2:20][N:19]([C:22]4[CH:23]=[CH:24][C:25]5[O:30][C:29]([C:31]([NH2:33])=[O:32])=[CH:28][C:26]=5[CH:27]=4)[CH2:18][CH2:17]3)=[CH:10][NH:11][C:3]=2[CH:2]=1.[ClH:34]. (10) Given the product [Br:16][C:17]1[CH:22]=[CH:21][C:20]2[NH:23][C:13]([C:7]3[N:8]([CH:10]([CH3:12])[CH3:11])[N:9]=[C:5]([C:1]([CH3:4])([CH3:3])[CH3:2])[CH:6]=3)=[N:24][C:19]=2[CH:18]=1, predict the reactants needed to synthesize it. The reactants are: [C:1]([C:5]1[CH:6]=[C:7]([C:13](O)=O)[N:8]([CH:10]([CH3:12])[CH3:11])[N:9]=1)([CH3:4])([CH3:3])[CH3:2].[Br:16][C:17]1[CH:22]=[CH:21][C:20]([NH2:23])=[C:19]([NH2:24])[CH:18]=1.C1CCC(N=C=NC2CCCCC2)CC1.CC1C=CC(S(O)(=O)=O)=CC=1.O.[OH-].[Na+].